From a dataset of NCI-60 drug combinations with 297,098 pairs across 59 cell lines. Regression. Given two drug SMILES strings and cell line genomic features, predict the synergy score measuring deviation from expected non-interaction effect. (1) Drug 1: CC=C1C(=O)NC(C(=O)OC2CC(=O)NC(C(=O)NC(CSSCCC=C2)C(=O)N1)C(C)C)C(C)C. Drug 2: C(CCl)NC(=O)N(CCCl)N=O. Cell line: EKVX. Synergy scores: CSS=11.6, Synergy_ZIP=-4.50, Synergy_Bliss=0.903, Synergy_Loewe=-9.49, Synergy_HSA=0.668. (2) Drug 1: CCN(CC)CCNC(=O)C1=C(NC(=C1C)C=C2C3=C(C=CC(=C3)F)NC2=O)C. Synergy scores: CSS=8.14, Synergy_ZIP=-2.23, Synergy_Bliss=-2.53, Synergy_Loewe=4.78, Synergy_HSA=-6.82. Drug 2: C(=O)(N)NO. Cell line: SK-MEL-5.